From a dataset of CYP2D6 inhibition data for predicting drug metabolism from PubChem BioAssay. Regression/Classification. Given a drug SMILES string, predict its absorption, distribution, metabolism, or excretion properties. Task type varies by dataset: regression for continuous measurements (e.g., permeability, clearance, half-life) or binary classification for categorical outcomes (e.g., BBB penetration, CYP inhibition). Dataset: cyp2d6_veith. (1) The compound is C[C@@H](C(=O)NCc1ccccc1)[C@H]1C[C@]1(C)[C@H](NC(=O)OCc1ccccc1)c1ccccc1. The result is 1 (inhibitor). (2) The molecule is CC(C)CO/N=C1/C[C@@H](O)[C@@H](O)[C@H]2[C@H]1CC[C@H]1C(=O)N(c3ccc(F)cc3F)C(=O)[C@H]21. The result is 0 (non-inhibitor).